Task: Binary Classification. Given a miRNA mature sequence and a target amino acid sequence, predict their likelihood of interaction.. Dataset: Experimentally validated miRNA-target interactions with 360,000+ pairs, plus equal number of negative samples (1) The miRNA is mmu-miR-223-3p with sequence UGUCAGUUUGUCAAAUACCCCA. The protein sequence of the target gene is MGSWLSEVQWLFLVSLFVAALGTVGLYLAQWALAKARPPPRRRAEPDELRRRESDTLLSWILTRDSWGNQWQAAWVTALNYEAEKRGGPLRLSFQKDPRPQSLQLTVEKVSSVVKSTQEKVVICHVVGETLQFLVSAGPASATGSECQLYDVHLSPFHLKVEFHMEEKREDIQIRWSFTHVPETAIKIQPQAPGEKQALGVNMLSEALEDLFKHLVNAASPSVFLSTKPTQVKEAQSLQCPSSTAQEPCPPKPPRAHELKLQVKNIRVSLINHPGASGLSHVCVAQLNDPEQRFISTLVR.... Result: 1 (interaction). (2) The miRNA is hsa-miR-4458 with sequence AGAGGUAGGUGUGGAAGAA. The protein sequence of the target gene is MPLEQRSQHCKPEEGLEARGEALGLVGAQAPATEEQEAASSSSTLVEVTLGEVPAAESPDPPQSPQGASSLPTTMNYPLWSQSYEDSSNQEEEGPSTFPDLESEFQAALSRKVAKLVHFLLLKYRAREPVTKAEMLGSVVGNWQYFFPVIFSKASDSLQLVFGIELMEVDPIGHVYIFATCLGLSYDGLLGDNQIMPKTGFLIIILAIIAKEGDCAPEEKIWEELSVLEVFEGREDSIFGDPKKLLTQYFVQENYLEYRQVPGSDPACYEFLWGPRALIETSYVKVLHHMVKISGGPRIS.... Result: 1 (interaction). (3) The miRNA is hsa-miR-4640-5p with sequence UGGGCCAGGGAGCAGCUGGUGGG. The protein sequence of the target gene is MGSTLGCHRSIPRDPSDLSHSRKFSAACNFSNILVNQERLNINTATEEELMTLPGVTRAVARSIVEYREYIGGFKKVEDLALVSGVGATKLEQVKFEICVSSKGSSAQHSPSSLRRDLLAEQQPHHLATAVPLTPRVNINTATPAQLMSVRGLSEKMALSIVDFRREHGPFRSVEDLVRMDGINAAFLDRIRHQVFAERSRPPSTHTNGGLTFTAKPHPSPTSLSLQSEDLDLPPGGPTQIISTRPSVEAFGGTRDGRPVLRLATWNLQGCSVEKANNPGVREVVCMTLLENSIKLLAVQ.... Result: 1 (interaction). (4) The miRNA is mmu-miR-709 with sequence GGAGGCAGAGGCAGGAGGA. The protein sequence of the target gene is MAAAAAAVVGWLGWVLAAFCLGSTAGEAAPAPGAGLLNFCTEEDSAPGAGSLRGRAAPEATLCLRLFCSGLANSSWTWVAAEGAGCPEGGRATEPEEAAAPTGEWRALLRLRAEAGHPRSALLAVRVEPGGGAAEEAAPPWALGLGAAGLLALAAVARGLQLSALALAPAEVQVLRESGSEAERAAARRLEPARRWAGCALGALLLLASLAQAALAVLLYGAAGQRAVPAVLGCAGLVFLVGEVLPAAVSGRWALALAPRALGLSRLAVLLTLPVALPVGQLLELAARPGRLRERVLELA.... Result: 1 (interaction). (5) The miRNA is hsa-miR-3147 with sequence GGUUGGGCAGUGAGGAGGGUGUGA. The protein sequence of the target gene is MAGTICFIMWVLFITDTVWSRSVRQVYEVHDSDDWTIHDFECPMECFCPPSFPTALYCENRGLKEIPAIPSRIWYLYLQNNLIETIPEKPFENATQLRWINLNKNKITNYGIEKGALSQLKKLLFLFLEDNELEEVPSPLPRSLEQLQLARNKVSRIPQGTFSNLENLTLLDLQNNKLVDNAFQRDTFKGLKNLMQLNMAKNALRNMPPRLPANTMQLFLDNNSIEGIPENYFNVIPKVAFLRLNHNKLSDEGLPSRGFDVSSILDLQLSHNQLTKVPRISAHLQHLHLDHNKIKSVNVS.... Result: 0 (no interaction).